Dataset: Catalyst prediction with 721,799 reactions and 888 catalyst types from USPTO. Task: Predict which catalyst facilitates the given reaction. (1) Reactant: [Al+3].[Cl-].[Cl-].[Cl-].[C:5](Cl)(=[O:14])[C:6]1[CH:11]=[CH:10][CH:9]=[C:8]([O:12][CH3:13])[CH:7]=1.[C:16]1([CH3:22])[CH:21]=[CH:20][CH:19]=[CH:18][CH:17]=1.Cl. Product: [CH3:22][C:16]1[CH:21]=[CH:20][C:19]([C:5]([C:6]2[CH:11]=[CH:10][CH:9]=[C:8]([O:12][CH3:13])[CH:7]=2)=[O:14])=[CH:18][CH:17]=1. The catalyst class is: 2. (2) Reactant: [OH:1][C:2]1[CH:7]=[CH:6][C:5](B(O)O)=[CH:4][CH:3]=1.[CH2:11]([O:18][C:19]1[CH:28]=[CH:27][C:22]([C:23]([O:25][CH3:26])=[O:24])=[CH:21][C:20]=1Br)[C:12]1[CH:17]=[CH:16][CH:15]=[CH:14][CH:13]=1.C(=O)([O-])[O-].[Cs+].[Cs+].CO. Product: [CH2:11]([O:18][C:19]1[C:20]([C:5]2[CH:6]=[CH:7][C:2]([OH:1])=[CH:3][CH:4]=2)=[CH:21][C:22]([C:23]([O:25][CH3:26])=[O:24])=[CH:27][CH:28]=1)[C:12]1[CH:17]=[CH:16][CH:15]=[CH:14][CH:13]=1. The catalyst class is: 206.